This data is from Catalyst prediction with 721,799 reactions and 888 catalyst types from USPTO. The task is: Predict which catalyst facilitates the given reaction. Reactant: [CH3:1][C:2]([CH3:24])([CH2:5][CH2:6][CH2:7][CH2:8][CH2:9][CH2:10][CH:11]([OH:23])[CH2:12][CH2:13][CH2:14][CH2:15][CH2:16][CH2:17][C:18]([CH3:22])([CH3:21])[CH2:19][OH:20])[CH2:3][OH:4].Cl[O-].[Na+]. Product: [OH:4][CH2:3][C:2]([CH3:24])([CH3:1])[CH2:5][CH2:6][CH2:7][CH2:8][CH2:9][CH2:10][C:11](=[O:23])[CH2:12][CH2:13][CH2:14][CH2:15][CH2:16][CH2:17][C:18]([CH3:21])([CH3:22])[CH2:19][OH:20]. The catalyst class is: 15.